From a dataset of Catalyst prediction with 721,799 reactions and 888 catalyst types from USPTO. Predict which catalyst facilitates the given reaction. (1) Reactant: [CH2:1]([N:8]1[C:16]2[C:11](=[CH:12][CH:13]=[C:14]([C:17]3[CH:22]=[CH:21][CH:20]=[C:19]([Cl:23])[CH:18]=3)[CH:15]=2)[C:10]([C:24](=[O:30])[C:25]([O:27]CC)=[O:26])=[CH:9]1)[C:2]1[CH:7]=[CH:6][CH:5]=[CH:4][CH:3]=1.[OH-].[K+]. Product: [CH2:1]([N:8]1[C:16]2[C:11](=[CH:12][CH:13]=[C:14]([C:17]3[CH:22]=[CH:21][CH:20]=[C:19]([Cl:23])[CH:18]=3)[CH:15]=2)[C:10]([C:24](=[O:30])[C:25]([OH:27])=[O:26])=[CH:9]1)[C:2]1[CH:3]=[CH:4][CH:5]=[CH:6][CH:7]=1. The catalyst class is: 20. (2) Reactant: [OH:1][C:2]1[C:3](=[O:9])[CH:4]=[CH:5][CH:6]=[CH:7][CH:8]=1.[C:10]1([S:16](Cl)(=[O:18])=[O:17])[CH:15]=[CH:14][CH:13]=[CH:12][CH:11]=1. Product: [C:10]1([S:16]([O:9][C:3]2[C:2](=[O:1])[CH:8]=[CH:7][CH:6]=[CH:5][CH:4]=2)(=[O:18])=[O:17])[CH:15]=[CH:14][CH:13]=[CH:12][CH:11]=1. The catalyst class is: 17. (3) Reactant: [NH2:1][C:2]1[N:7]=[CH:6][C:5]([C:8]([C:10]2[CH:15]=[CH:14][CH:13]=[CH:12][C:11]=2[O:16][CH3:17])=[O:9])=[CH:4][CH:3]=1.[BH4-].[Na+]. Product: [NH2:1][C:2]1[N:7]=[CH:6][C:5]([CH:8]([C:10]2[CH:15]=[CH:14][CH:13]=[CH:12][C:11]=2[O:16][CH3:17])[OH:9])=[CH:4][CH:3]=1. The catalyst class is: 5.